Task: Predict the reaction yield, written as a fraction of the theoretical maximum amount of product (1.0 means a 100% yield; for example, 0.34 means a 34% yield).. Dataset: Reaction yield outcomes from USPTO patents with 853,638 reactions The reactants are C(=O)(SC)O[O:3][CH:4]([O:8][C:9](=[O:13])[CH:10]([CH3:12])[CH3:11])[CH:5]([CH3:7])[CH3:6].[OH:17][N:18]1[C:22](=[O:23])[C@H:21]([O:24][C:25](=[O:32])[C:26]2[CH:31]=[CH:30][CH:29]=[CH:28][CH:27]=2)[C@@H:20]([O:33][C:34](=[O:41])[C:35]2[CH:40]=[CH:39][CH:38]=[CH:37][CH:36]=2)[C:19]1=[O:42].[C:43](OO)(=[O:45])C.C(O)(=O)C. The catalyst is ClCCCl. The product is [CH3:12][CH:10]([CH3:11])[C:9]([O:8][C@@H:4]([O:3][C:43]([O:17][N:18]1[C:22](=[O:23])[C@H:21]([O:24][C:25](=[O:32])[C:26]2[CH:27]=[CH:28][CH:29]=[CH:30][CH:31]=2)[C@@H:20]([O:33][C:34](=[O:41])[C:35]2[CH:40]=[CH:39][CH:38]=[CH:37][CH:36]=2)[C:19]1=[O:42])=[O:45])[CH:5]([CH3:6])[CH3:7])=[O:13]. The yield is 0.250.